This data is from Choline transporter screen with 302,306 compounds. The task is: Binary Classification. Given a drug SMILES string, predict its activity (active/inactive) in a high-throughput screening assay against a specified biological target. (1) The molecule is O=C1N(C(c2[n+](C1)cccc2)C(=O)Nc1c(cccc1)C)Cc1cc2OCOc2cc1. The result is 0 (inactive). (2) The drug is Clc1c(c2oc(SCC(OCCC)=O)nn2)ccc(Cl)c1. The result is 0 (inactive).